From a dataset of Forward reaction prediction with 1.9M reactions from USPTO patents (1976-2016). Predict the product of the given reaction. Given the reactants [CH3:1][O:2][C:3]1[CH:22]=[CH:21][C:6]([CH2:7][C@@H:8]2[C:12]3=[N:13][C:14]4[CH:19]=[CH:18][CH:17]=[CH:16][C:15]=4[N:11]3[C:10](=[O:20])[NH:9]2)=[CH:5][CH:4]=1.Cl.[O:24]1[C:28]2[CH:29]=[CH:30][C:31]([CH2:33][CH2:34][NH2:35])=[CH:32][C:27]=2[O:26][CH2:25]1.C(O)(C(F)(F)F)=O, predict the reaction product. The product is: [NH:11]1[C:15]2[CH:16]=[CH:17][CH:18]=[CH:19][C:14]=2[N:13]=[C:12]1[C@H:8]([NH:9][C:10]([NH:35][CH2:34][CH2:33][C:31]1[CH:30]=[CH:29][C:28]2[O:24][CH2:25][O:26][C:27]=2[CH:32]=1)=[O:20])[CH2:7][C:6]1[CH:5]=[CH:4][C:3]([O:2][CH3:1])=[CH:22][CH:21]=1.